Dataset: Reaction yield outcomes from USPTO patents with 853,638 reactions. Task: Predict the reaction yield, written as a fraction of the theoretical maximum amount of product (1.0 means a 100% yield; for example, 0.34 means a 34% yield). (1) The reactants are [C:1]([C:3]1[CH:4]=[C:5]([CH2:10][CH2:11][C:12]([OH:14])=O)[CH:6]=[CH:7][C:8]=1[F:9])#[N:2].CN(C=O)C.C(Cl)(=O)C([Cl:23])=O. The yield is 1.00. The product is [C:1]([C:3]1[CH:4]=[C:5]([CH2:10][CH2:11][C:12]([Cl:23])=[O:14])[CH:6]=[CH:7][C:8]=1[F:9])#[N:2]. The catalyst is ClCCl. (2) The reactants are [C:1]([O:5][C:6]([NH:8][C:9]1[S:10][C:11]([CH:19]=O)=[C:12]([C:14]2[O:15][CH:16]=[CH:17][CH:18]=2)[N:13]=1)=[O:7])([CH3:4])([CH3:3])[CH3:2].[NH:21]1[CH2:26][CH2:25][O:24][CH2:23][CH2:22]1.C(O[BH-](OC(=O)C)OC(=O)C)(=O)C.[Na+].O. The catalyst is ClCCCl. The product is [C:1]([O:5][C:6]([NH:8][C:9]1[S:10][C:11]([CH2:19][N:21]2[CH2:26][CH2:25][O:24][CH2:23][CH2:22]2)=[C:12]([C:14]2[O:15][CH:16]=[CH:17][CH:18]=2)[N:13]=1)=[O:7])([CH3:2])([CH3:3])[CH3:4]. The yield is 0.570. (3) The reactants are [CH2:1]([O:3][CH2:4][CH2:5][CH2:6][NH:7][CH2:8][C:9]1[S:13][C:12](B(O)O)=[CH:11][CH:10]=1)[CH3:2].Br[C:18]1[CH:19]=[C:20]2[C:24](=[C:25]([C:27]([NH2:29])=[O:28])[CH:26]=1)[NH:23][CH:22]=[C:21]2[CH:30]1[CH2:35][CH2:34][N:33]([S:36]([CH2:39][CH3:40])(=[O:38])=[O:37])[CH2:32][CH2:31]1.C([O-])([O-])=O.[K+].[K+]. The catalyst is C1C=CC([P]([Pd]([P](C2C=CC=CC=2)(C2C=CC=CC=2)C2C=CC=CC=2)([P](C2C=CC=CC=2)(C2C=CC=CC=2)C2C=CC=CC=2)[P](C2C=CC=CC=2)(C2C=CC=CC=2)C2C=CC=CC=2)(C2C=CC=CC=2)C2C=CC=CC=2)=CC=1. The product is [CH2:1]([O:3][CH2:4][CH2:5][CH2:6][NH:7][CH2:8][C:9]1[S:13][C:12]([C:18]2[CH:19]=[C:20]3[C:24](=[C:25]([C:27]([NH2:29])=[O:28])[CH:26]=2)[NH:23][CH:22]=[C:21]3[CH:30]2[CH2:31][CH2:32][N:33]([S:36]([CH2:39][CH3:40])(=[O:37])=[O:38])[CH2:34][CH2:35]2)=[CH:11][CH:10]=1)[CH3:2]. The yield is 0.100. (4) The reactants are [N+]([N:4]1[CH:12]=[C:11]2[C:6]([CH:7]=[CH:8][C:9]([N+:13]([O-:15])=[O:14])=[CH:10]2)=[N:5]1)([O-])=O.[NH:16]1[CH:20]=[CH:19][N:18]=[CH:17]1. The catalyst is O.C1COCC1. The product is [N:16]1([C:12]2[C:11]3[C:6](=[CH:7][CH:8]=[C:9]([N+:13]([O-:15])=[O:14])[CH:10]=3)[NH:5][N:4]=2)[CH:20]=[CH:19][N:18]=[CH:17]1. The yield is 0.490. (5) The reactants are [CH2:1]([O:8][C:9]([N:11]1[CH2:17][C:16]2[CH:18]=[C:19](/[CH:22]=[CH:23]/[C:24]([O:26]C(C)(C)C)=[O:25])[CH:20]=[N:21][C:15]=2[NH:14][C:13](=[O:31])[CH2:12]1)=[O:10])[C:2]1[CH:7]=[CH:6][CH:5]=[CH:4][CH:3]=1.C(O)(C(F)(F)F)=O.C(Cl)[Cl:40]. The catalyst is CCOCC. The product is [ClH:40].[CH2:1]([O:8][C:9]([N:11]1[CH2:17][C:16]2[CH:18]=[C:19](/[CH:22]=[CH:23]/[C:24]([OH:26])=[O:25])[CH:20]=[N:21][C:15]=2[NH:14][C:13](=[O:31])[CH2:12]1)=[O:10])[C:2]1[CH:7]=[CH:6][CH:5]=[CH:4][CH:3]=1. The yield is 0.910.